From a dataset of Peptide-MHC class I binding affinity with 185,985 pairs from IEDB/IMGT. Regression. Given a peptide amino acid sequence and an MHC pseudo amino acid sequence, predict their binding affinity value. This is MHC class I binding data. The peptide sequence is KYQLKHIVW. The MHC is HLA-C06:02 with pseudo-sequence HLA-C06:02. The binding affinity (normalized) is 0.